Dataset: Full USPTO retrosynthesis dataset with 1.9M reactions from patents (1976-2016). Task: Predict the reactants needed to synthesize the given product. (1) Given the product [F:64][C:62]1[CH:61]=[CH:60][C:59]([C:65]([F:67])([F:66])[F:68])=[C:58]([CH:63]=1)[C:57]([N:54]1[CH2:55][CH2:56][N:51]([C:49](=[O:50])[CH2:48][NH:47][C:43]([C:41]2[N:40]=[N:39][N:38]([C:33]3[CH:34]=[CH:35][CH:36]=[CH:37][C:32]=3[F:31])[CH:42]=2)=[O:45])[CH2:52][CH2:53]1)=[O:69], predict the reactants needed to synthesize it. The reactants are: CCN(C(C)C)C(C)C.C1C=CC2N(O)N=NC=2C=1.CCN=C=NCCCN(C)C.[F:31][C:32]1[CH:37]=[CH:36][CH:35]=[CH:34][C:33]=1[N:38]1[CH:42]=[C:41]([C:43]([OH:45])=O)[N:40]=[N:39]1.Cl.[NH2:47][CH2:48][C:49]([N:51]1[CH2:56][CH2:55][N:54]([C:57](=[O:69])[C:58]2[CH:63]=[C:62]([F:64])[CH:61]=[CH:60][C:59]=2[C:65]([F:68])([F:67])[F:66])[CH2:53][CH2:52]1)=[O:50].FC1C=CC(C(F)(F)F)=C(C=1)C(O)=O. (2) Given the product [C:15]([Si:19]([O:1][C:2]1[CH:3]=[C:4]([N+:10]([O-:12])=[O:11])[CH:5]=[CH:6][C:7]=1[O:8][CH3:9])([C:26]1[CH:31]=[CH:30][CH:29]=[CH:28][CH:27]=1)[C:20]1[CH:21]=[CH:22][CH:23]=[CH:24][CH:25]=1)([CH3:18])([CH3:16])[CH3:17], predict the reactants needed to synthesize it. The reactants are: [OH:1][C:2]1[CH:3]=[C:4]([N+:10]([O-:12])=[O:11])[CH:5]=[CH:6][C:7]=1[O:8][CH3:9].[H-].[Na+].[C:15]([Si:19](Cl)([C:26]1[CH:31]=[CH:30][CH:29]=[CH:28][CH:27]=1)[C:20]1[CH:25]=[CH:24][CH:23]=[CH:22][CH:21]=1)([CH3:18])([CH3:17])[CH3:16]. (3) Given the product [C:1]([NH:4][C@H:5]([C:6]([O:8][CH3:9])=[O:7])[CH2:10][C:11]1[CH:16]=[CH:15][C:14]([NH2:17])=[C:13]([CH:18]([CH3:20])[CH3:19])[CH:12]=1)(=[O:3])[CH3:2], predict the reactants needed to synthesize it. The reactants are: [C:1]([NH:4]/[C:5](=[CH:10]\[C:11]1[CH:16]=[CH:15][C:14]([NH2:17])=[C:13]([CH:18]([CH3:20])[CH3:19])[CH:12]=1)/[C:6]([O:8][CH3:9])=[O:7])(=[O:3])[CH3:2].[H][H]. (4) Given the product [CH2:18]([O:1][CH:2]1[CH2:3][CH2:4][N:5]([C:8]([O:10][C:11]([CH3:14])([CH3:13])[CH3:12])=[O:9])[CH2:6][CH2:7]1)[CH3:19], predict the reactants needed to synthesize it. The reactants are: [OH:1][CH:2]1[CH2:7][CH2:6][N:5]([C:8]([O:10][C:11]([CH3:14])([CH3:13])[CH3:12])=[O:9])[CH2:4][CH2:3]1.[H-].[Na+].Br[CH2:18][CH3:19].O. (5) Given the product [CH3:9][O:8][CH2:7][C:5]1[NH:6][C:2]([C:19]2[C:20]([CH3:22])=[CH:21][C:12]([CH3:11])=[C:13]([CH:18]=2)[C:14]([O:16][CH3:17])=[O:15])=[C:3]([CH3:10])[N:4]=1, predict the reactants needed to synthesize it. The reactants are: I[C:2]1[NH:6][C:5]([CH2:7][O:8][CH3:9])=[N:4][C:3]=1[CH3:10].[CH3:11][C:12]1[CH:21]=[C:20]([CH3:22])[C:19](B2OC(C)(C)C(C)(C)O2)=[CH:18][C:13]=1[C:14]([O:16][CH3:17])=[O:15].C(=O)([O-])[O-].[K+].[K+].